Predict which catalyst facilitates the given reaction. From a dataset of Catalyst prediction with 721,799 reactions and 888 catalyst types from USPTO. (1) Reactant: Cl.[O:2]([NH2:4])[CH3:3].CCN(C(C)C)C(C)C.C1N=CN([C:19](N2C=NC=C2)=[O:20])C=1.[C:26]([O:30][C:31]([N:33]1[CH2:38][CH2:37][CH:36]([NH:39][CH2:40][C:41]2[CH:45]=[CH:44][S:43][CH:42]=2)[CH2:35][CH2:34]1)=[O:32])([CH3:29])([CH3:28])[CH3:27].C([O-])(O)=O.[Na+]. Product: [C:26]([O:30][C:31]([N:33]1[CH2:38][CH2:37][CH:36]([N:39]([CH2:40][C:41]2[CH:45]=[CH:44][S:43][CH:42]=2)[C:19]([NH:4][O:2][CH3:3])=[O:20])[CH2:35][CH2:34]1)=[O:32])([CH3:29])([CH3:27])[CH3:28]. The catalyst class is: 23. (2) Reactant: [OH:1][CH2:2][C:3]([CH2:7][OH:8])([CH2:5][OH:6])[CH3:4].[CH3:9][O:10][C:11]1[CH:18]=[C:17]([O:19][CH3:20])[CH:16]=[C:15]([O:21][CH3:22])[C:12]=1[CH:13]=O.S(=O)(=O)(O)O.C(N(CC)CC)C. Product: [CH3:4][C:3]1([CH2:7][OH:8])[CH2:5][O:6][CH:13]([C:12]2[C:15]([O:21][CH3:22])=[CH:16][C:17]([O:19][CH3:20])=[CH:18][C:11]=2[O:10][CH3:9])[O:1][CH2:2]1. The catalyst class is: 7. (3) Reactant: [C:1]([C:4]1[CH:9]=[CH:8][C:7]([NH:10][C:11]([CH3:17])([CH3:16])[C:12]([O:14]C)=O)=[CH:6][C:5]=1[F:18])(=[O:3])[NH2:2].[F:19][C:20]([F:33])([F:32])[C:21]1[CH:28]=[C:27]([N:29]=[C:30]=[S:31])[CH:26]=[CH:25][C:22]=1[C:23]#[N:24]. Product: [C:23]([C:22]1[CH:25]=[CH:26][C:27]([N:29]2[C:12](=[O:14])[C:11]([CH3:17])([CH3:16])[N:10]([C:7]3[CH:8]=[CH:9][C:4]([C:1]([NH2:2])=[O:3])=[C:5]([F:18])[CH:6]=3)[C:30]2=[S:31])=[CH:28][C:21]=1[C:20]([F:19])([F:32])[F:33])#[N:24]. The catalyst class is: 58. (4) The catalyst class is: 12. Reactant: [K].[CH3:2][OH:3].Br[C:5]1[C:11]2[CH:12]=[CH:13][CH:14]=[CH:15][C:10]=2[C:9](=[O:16])[C:8]2[CH:17]=[CH:18][CH:19]=[CH:20][C:7]=2[CH:6]=1. Product: [CH3:2][O:3][C:5]1[C:11]2[CH:12]=[CH:13][CH:14]=[CH:15][C:10]=2[C:9](=[O:16])[C:8]2[CH:17]=[CH:18][CH:19]=[CH:20][C:7]=2[CH:6]=1. (5) Reactant: [Cl:1][C:2]1[CH:7]=[CH:6][CH:5]=[CH:4][C:3]=1[CH2:8][NH2:9].[Cl:10][C:11]1[CH:16]=[CH:15][CH:14]=[CH:13][C:12]=1[CH2:17][N:18]1[C:23](=[O:24])[C:22]([C:25]([NH:27][CH2:28][C:29]([O:31]CC)=[O:30])=[O:26])=[C:21]([OH:34])[C:20]([C:35](OC)=[O:36])=[C:19]1[OH:39]. Product: [Cl:1][C:2]1[CH:7]=[CH:6][CH:5]=[CH:4][C:3]=1[CH2:8][N:9]1[C:35]([OH:36])=[C:20]([C:19]([NH:18][CH2:17][C:12]2[CH:13]=[CH:14][CH:15]=[CH:16][C:11]=2[Cl:10])=[O:39])[C:21]([OH:34])=[C:22]([C:25]([NH:27][CH2:28][C:29]([O-:31])=[O:30])=[O:26])[C:23]1=[O:24].[NH4+:9]. The catalyst class is: 22. (6) Product: [C:1]([N:8]1[C:16]2[C:11](=[CH:12][CH:13]=[C:14]([O:17][CH3:18])[CH:15]=2)[CH:10]=[C:9]1[C:26]1[CH:27]=[CH:28][C:29]([N:32]2[CH2:36][CH2:35][CH2:34][S:33]2(=[O:38])=[O:37])=[CH:30][CH:31]=1)([O:3][C:4]([CH3:7])([CH3:6])[CH3:5])=[O:2]. The catalyst class is: 151. Reactant: [C:1]([N:8]1[C:16]2[C:11](=[CH:12][CH:13]=[C:14]([O:17][C:18](F)(F)F)[CH:15]=2)[CH:10]=[C:9]1B(O)O)([O:3][C:4]([CH3:7])([CH3:6])[CH3:5])=[O:2].I[C:26]1[CH:31]=[CH:30][C:29]([N:32]2[CH2:36][CH2:35][CH2:34][S:33]2(=[O:38])=[O:37])=[CH:28][CH:27]=1.C([O-])([O-])=O.[K+].[K+]. (7) Reactant: C([O:5][C:6](=[O:53])[CH2:7][CH2:8][N:9]([CH3:52])[S:10]([C:13]1[CH:14]=[C:15]([CH:49]=[CH:50][CH:51]=1)[C:16]([NH:18][C:19]1[S:20][C:21]2[CH2:48][CH2:47][CH2:46][CH2:45][C:22]=2[C:23]=1[C:24]([NH:26][C:27]1[CH:32]=[CH:31][C:30]([CH2:33][CH2:34][C:35]2[CH:44]=[CH:43][C:38]([C:39]([O:41]C)=[O:40])=[CH:37][CH:36]=2)=[CH:29][CH:28]=1)=[O:25])=[O:17])(=[O:12])=[O:11])(C)(C)C.FC(F)(F)C(O)=O.ClCCl.[OH-].[Na+]. Product: [C:6]([CH2:7][CH2:8][N:9]([CH3:52])[S:10]([C:13]1[CH:14]=[C:15]([CH:49]=[CH:50][CH:51]=1)[C:16]([NH:18][C:19]1[S:20][C:21]2[CH2:48][CH2:47][CH2:46][CH2:45][C:22]=2[C:23]=1[C:24]([NH:26][C:27]1[CH:32]=[CH:31][C:30]([CH2:33][CH2:34][C:35]2[CH:36]=[CH:37][C:38]([C:39]([OH:41])=[O:40])=[CH:43][CH:44]=2)=[CH:29][CH:28]=1)=[O:25])=[O:17])(=[O:12])=[O:11])([OH:53])=[O:5]. The catalyst class is: 8.